Dataset: Full USPTO retrosynthesis dataset with 1.9M reactions from patents (1976-2016). Task: Predict the reactants needed to synthesize the given product. (1) Given the product [ClH:38].[OH:2][C:3]1[CH:4]=[N:5][CH:6]=[CH:7][C:8]=1[C:9]1[C:13]2[C:14](=[O:30])[N:15]([CH2:18][CH2:19][C:20]3[CH:29]=[CH:28][C:27]4[C:22](=[CH:23][CH:24]=[CH:25][CH:26]=4)[N:21]=3)[CH:16]=[CH:17][C:12]=2[S:11][CH:10]=1, predict the reactants needed to synthesize it. The reactants are: C[O:2][C:3]1[CH:4]=[N:5][CH:6]=[CH:7][C:8]=1[C:9]1[C:13]2[C:14](=[O:30])[N:15]([CH2:18][CH2:19][C:20]3[CH:29]=[CH:28][C:27]4[C:22](=[CH:23][CH:24]=[CH:25][CH:26]=4)[N:21]=3)[CH:16]=[CH:17][C:12]=2[S:11][CH:10]=1.B(Br)(Br)Br.[OH-].[Na+].C(Cl)[Cl:38]. (2) Given the product [Cl:36][C:37]1[S:41][C:40]([S:42]([NH:45][C:15](=[O:16])[C:14]2[CH:18]=[CH:19][C:11]([N:8]3[C:7](=[O:20])[C:6]4[CH:21]=[C:2]([F:1])[C:3]([NH:22][CH3:23])=[CH:4][C:5]=4[O:10][CH2:9]3)=[CH:12][CH:13]=2)(=[O:44])=[O:43])=[CH:39][CH:38]=1, predict the reactants needed to synthesize it. The reactants are: [F:1][C:2]1[C:3]([NH:22][CH3:23])=[CH:4][C:5]2[O:10][CH2:9][N:8]([C:11]3[CH:19]=[CH:18][C:14]([C:15](O)=[O:16])=[CH:13][CH:12]=3)[C:7](=[O:20])[C:6]=2[CH:21]=1.Cl.CN(C)CCCN=C=NCC.[Cl:36][C:37]1[S:41][C:40]([S:42]([NH2:45])(=[O:44])=[O:43])=[CH:39][CH:38]=1. (3) Given the product [F:26][C:23]([F:25])([F:24])[C:21]1[CH:20]=[CH:19][C:18]2[N:14]([CH2:13][C:11]3[CH:10]=[CH:9][C:7]4[N:8]=[C:4]([NH:27][C@@H:28]5[CH2:33][CH2:32][CH2:31][CH2:30][C@H:29]5[OH:34])[S:5][C:6]=4[CH:12]=3)[CH:15]=[N:16][C:17]=2[CH:22]=1, predict the reactants needed to synthesize it. The reactants are: CS([C:4]1[S:5][C:6]2[CH:12]=[C:11]([CH2:13][N:14]3[C:18]4[CH:19]=[CH:20][C:21]([C:23]([F:26])([F:25])[F:24])=[CH:22][C:17]=4[N:16]=[CH:15]3)[CH:10]=[CH:9][C:7]=2[N:8]=1)=O.[NH2:27][C@@H:28]1[CH2:33][CH2:32][CH2:31][CH2:30][C@H:29]1[OH:34].CCN(C(C)C)C(C)C.CN1C(=O)CCC1. (4) Given the product [C:1]([C:5]1[CH:38]=[CH:37][C:8]([CH2:9][N:10]2[C:14](=[O:15])[N:13]([CH2:16][CH3:17])[C:12]([CH2:18][CH2:19][CH2:20][C:21]3[CH:26]=[CH:25][C:24]([C:27]4[CH:32]=[CH:31][CH:30]=[C:29]([CH2:33][C:34]([NH:60][S:57]([C:51]5[CH:56]=[CH:55][CH:54]=[CH:53][CH:52]=5)(=[O:59])=[O:58])=[O:35])[CH:28]=4)=[CH:23][CH:22]=3)=[N:11]2)=[CH:7][CH:6]=1)([CH3:2])([CH3:3])[CH3:4], predict the reactants needed to synthesize it. The reactants are: [C:1]([C:5]1[CH:38]=[CH:37][C:8]([CH2:9][N:10]2[C:14](=[O:15])[N:13]([CH2:16][CH3:17])[C:12]([CH2:18][CH2:19][CH2:20][C:21]3[CH:26]=[CH:25][C:24]([C:27]4[CH:32]=[CH:31][CH:30]=[C:29]([CH2:33][C:34](O)=[O:35])[CH:28]=4)=[CH:23][CH:22]=3)=[N:11]2)=[CH:7][CH:6]=1)([CH3:4])([CH3:3])[CH3:2].C(N1C=CN=C1)(N1C=CN=C1)=O.[C:51]1([S:57]([NH2:60])(=[O:59])=[O:58])[CH:56]=[CH:55][CH:54]=[CH:53][CH:52]=1.